Dataset: Reaction yield outcomes from USPTO patents with 853,638 reactions. Task: Predict the reaction yield, written as a fraction of the theoretical maximum amount of product (1.0 means a 100% yield; for example, 0.34 means a 34% yield). The reactants are C([O:8][C:9]1[CH:10]=[C:11]2[N:21]([C:22]([C:24]3[NH:25][C:26]4[C:31]([CH:32]=3)=[CH:30][C:29]([O:33][CH3:34])=[C:28]([O:35][CH3:36])[C:27]=4[O:37][CH3:38])=[O:23])[CH2:20][CH:19]([CH2:39][Cl:40])[C:12]2=[C:13]2[C:18]=1[N:17]=[CH:16][CH:15]=[CH:14]2)C1C=CC=CC=1. The catalyst is [Pd].C1COCC1. The product is [Cl:40][CH2:39][CH:19]1[C:12]2=[C:13]3[C:18](=[C:9]([OH:8])[CH:10]=[C:11]2[N:21]([C:22]([C:24]2[NH:25][C:26]4[C:31]([CH:32]=2)=[CH:30][C:29]([O:33][CH3:34])=[C:28]([O:35][CH3:36])[C:27]=4[O:37][CH3:38])=[O:23])[CH2:20]1)[N:17]=[CH:16][CH:15]=[CH:14]3. The yield is 0.660.